The task is: Predict the product of the given reaction.. This data is from Forward reaction prediction with 1.9M reactions from USPTO patents (1976-2016). Given the reactants [Cl:1][C:2]1[N:7]=[C:6](Cl)[C:5]([CH3:9])=[CH:4][N:3]=1.[NH2:10][C:11]1[CH:22]=[CH:21][CH:20]=[CH:19][C:12]=1[C:13]([NH:15][CH:16]([CH3:18])[CH3:17])=[O:14].C(N(C(C)C)CC)(C)C.COCCO, predict the reaction product. The product is: [Cl:1][C:2]1[N:7]=[C:6]([NH:10][C:11]2[CH:22]=[CH:21][CH:20]=[CH:19][C:12]=2[C:13]([NH:15][CH:16]([CH3:18])[CH3:17])=[O:14])[C:5]([CH3:9])=[CH:4][N:3]=1.